From a dataset of Reaction yield outcomes from USPTO patents with 853,638 reactions. Predict the reaction yield, written as a fraction of the theoretical maximum amount of product (1.0 means a 100% yield; for example, 0.34 means a 34% yield). The reactants are [N:1]1([CH2:7][CH2:8][N:9]2[C:13]3[CH:14]=[CH:15][CH:16]=[CH:17][C:12]=3[N:11]([C:18]([NH:20][C@H:21]([C:26]([OH:28])=[O:27])[C:22]([CH3:25])([CH3:24])[CH3:23])=[O:19])[C:10]2=[O:29])[CH2:6][CH2:5][O:4][CH2:3][CH2:2]1.Cl.N[C@H](C(OC)=O)C(C)(C)C.O[NH:42][C:43](=[NH:45])[CH3:44].C(N(CC)CC)C.C1C=CC2N(O)N=NC=2C=1.CCN=C=NCCCN(C)C. The catalyst is CN(C=O)C. The product is [NH2:45][C:43](=[N:42][O:27][C:26]([C@@H:21]([NH:20][C:18]([N:11]1[C:12]2[CH:17]=[CH:16][CH:15]=[CH:14][C:13]=2[N:9]([CH2:8][CH2:7][N:1]2[CH2:6][CH2:5][O:4][CH2:3][CH2:2]2)[C:10]1=[O:29])=[O:19])[C:22]([CH3:23])([CH3:24])[CH3:25])=[O:28])[CH3:44]. The yield is 0.570.